The task is: Predict the product of the given reaction.. This data is from Forward reaction prediction with 1.9M reactions from USPTO patents (1976-2016). (1) Given the reactants [ClH:1].FC(F)(F)C(O)=O.[CH2:9]([N:11]([CH2:61][CH3:62])[CH2:12][CH2:13][NH:14][C:15]([C:17]1[CH:22]=[CH:21][C:20]([C:23]2[CH:28]=[CH:27][CH:26]=[C:25]([CH2:29][C@H:30]([NH:43][C:44]([C@H:46]3[CH2:51][CH2:50][C@H:49]([CH2:52][NH:53]C(=O)OC(C)(C)C)[CH2:48][CH2:47]3)=[O:45])[C:31]([NH:33][C:34]3[CH:42]=[C:41]4[C:37]([CH:38]=[N:39][NH:40]4)=[CH:36][CH:35]=3)=[O:32])[CH:24]=2)=[CH:19][CH:18]=1)=[O:16])[CH3:10].C(#N)C, predict the reaction product. The product is: [ClH:1].[NH2:53][CH2:52][C@H:49]1[CH2:48][CH2:47][C@H:46]([C:44]([NH:43][C@H:30]([C:31]([NH:33][C:34]2[CH:42]=[C:41]3[C:37]([CH:38]=[N:39][NH:40]3)=[CH:36][CH:35]=2)=[O:32])[CH2:29][C:25]2[CH:24]=[C:23]([C:20]3[CH:21]=[CH:22][C:17]([C:15]([NH:14][CH2:13][CH2:12][N:11]([CH2:61][CH3:62])[CH2:9][CH3:10])=[O:16])=[CH:18][CH:19]=3)[CH:28]=[CH:27][CH:26]=2)=[O:45])[CH2:51][CH2:50]1. (2) The product is: [Cl:44][C:41]1[CH:42]=[CH:43][C:38]([C:22]2[CH:23]=[C:24]([C:25]3[CH:26]=[CH:27][C:28]([O:31][C:32]4[CH:37]=[CH:36][CH:35]=[CH:34][CH:33]=4)=[CH:29][CH:30]=3)[N:19]3[N:18]=[C:17]([C:15]([NH:14][CH:7]([CH2:8][OH:9])[C:6]([OH:46])=[O:5])=[O:16])[CH:45]=[C:20]3[N:21]=2)=[CH:39][CH:40]=1. Given the reactants C([O:5][C:6](=[O:46])[CH:7]([NH:14][C:15]([C:17]1[CH:45]=[C:20]2[N:21]=[C:22]([C:38]3[CH:43]=[CH:42][C:41]([Cl:44])=[CH:40][CH:39]=3)[CH:23]=[C:24]([C:25]3[CH:30]=[CH:29][C:28]([O:31][C:32]4[CH:37]=[CH:36][CH:35]=[CH:34][CH:33]=4)=[CH:27][CH:26]=3)[N:19]2[N:18]=1)=[O:16])[CH2:8][O:9]C(C)(C)C)(C)(C)C.FC(F)(F)C(O)=O, predict the reaction product. (3) Given the reactants [Cl:1][C:2]1[N:7]=[C:6](S(C)(=O)=O)[N:5]=[C:4]([N:12]2[CH2:17][CH2:16][O:15][CH2:14][CH2:13]2)[CH:3]=1.[NH2:18][C@H:19]([CH3:22])[CH2:20][OH:21].CCN(C(C)C)C(C)C, predict the reaction product. The product is: [Cl:1][C:2]1[CH:3]=[C:4]([N:12]2[CH2:17][CH2:16][O:15][CH2:14][CH2:13]2)[N:5]=[C:6]([NH:18][C@H:19]([CH3:22])[CH2:20][OH:21])[N:7]=1. (4) Given the reactants [C:1]1([C:7]2[CH:11]=[C:10]([CH2:12][OH:13])[O:9][N:8]=2)[CH:6]=[CH:5][CH:4]=[CH:3][CH:2]=1.[Cr](Cl)([O-])(=O)=O.[NH+]1C=CC=CC=1, predict the reaction product. The product is: [C:1]1([C:7]2[CH:11]=[C:10]([CH:12]=[O:13])[O:9][N:8]=2)[CH:2]=[CH:3][CH:4]=[CH:5][CH:6]=1. (5) Given the reactants [H-].[Al+3].[Li+].[H-].[H-].[H-].[CH2:7]([CH2:9][CH:10]([CH2:14]C=C)[CH2:11][CH:12]=[CH2:13])[CH3:8].[C:17]([O-:20])(=[O:19])[CH3:18].C(Cl)(=O)C(Cl)=O.CS(C)=O.C(N(CC)CC)C.Cl.C(O)(=O)CC(O)=O.N1CCCC1, predict the reaction product. The product is: [CH2:9]([CH:10]([CH2:11][CH:12]=[CH2:13])[CH:14]=[CH:18][C:17]([OH:20])=[O:19])[CH:7]=[CH2:8]. (6) Given the reactants [C:1]([NH:9][C:10]1[S:11][CH2:12][C@@H:13]2[CH2:19][C@H:18]([C:20](O)=[O:21])[O:17][CH2:16][C@:14]2([C:23]2[CH:28]=[CH:27][C:26]([F:29])=[CH:25][C:24]=2[F:30])[N:15]=1)(=[O:8])[C:2]1[CH:7]=[CH:6][CH:5]=[CH:4][CH:3]=1.C(N(CC)C(C)C)(C)C.F[B-](F)(F)F.O=C1C(OC(N(C)C)=[N+](C)C)=CC=CN1.[CH3:60][O:61][CH:62]([O:65][CH3:66])[CH2:63][NH2:64], predict the reaction product. The product is: [C:1]([NH:9][C:10]1[S:11][CH2:12][C@@H:13]2[CH2:19][C@H:18]([C:20]([NH:64][CH2:63][CH:62]([O:65][CH3:66])[O:61][CH3:60])=[O:21])[O:17][CH2:16][C@:14]2([C:23]2[CH:28]=[CH:27][C:26]([F:29])=[CH:25][C:24]=2[F:30])[N:15]=1)(=[O:8])[C:2]1[CH:3]=[CH:4][CH:5]=[CH:6][CH:7]=1.